This data is from Reaction yield outcomes from USPTO patents with 853,638 reactions. The task is: Predict the reaction yield, written as a fraction of the theoretical maximum amount of product (1.0 means a 100% yield; for example, 0.34 means a 34% yield). (1) The reactants are [H-].[Na+].[NH:3]([C:12]([O:14][C:15]([CH3:18])([CH3:17])[CH3:16])=[O:13])[NH:4][C:5]([O:7][C:8]([CH3:11])([CH3:10])[CH3:9])=[O:6].Br[CH2:20][C:21]1[CH:30]=[CH:29][C:24]([C:25]([O:27][CH3:28])=[O:26])=[CH:23][CH:22]=1. The catalyst is C1COCC1. The product is [CH3:16][C:15]([O:14][C:12]([N:3]([CH2:20][C:21]1[CH:30]=[CH:29][C:24]([C:25]([O:27][CH3:28])=[O:26])=[CH:23][CH:22]=1)[NH:4][C:5]([O:7][C:8]([CH3:9])([CH3:10])[CH3:11])=[O:6])=[O:13])([CH3:18])[CH3:17]. The yield is 1.00. (2) The reactants are [NH2:1][C:2]1[N:7]=[CH:6][C:5]([N:8]2[CH2:13][CH2:12][N:11]([C:14]([O:16][C:17]([CH3:20])([CH3:19])[CH3:18])=[O:15])[CH2:10][C@@H:9]2[CH3:21])=[CH:4][CH:3]=1.Br[C:23]1[C:24]([O:30][CH3:31])=[N:25][CH:26]=[C:27]([Cl:29])[CH:28]=1.CC1(C)C2C(=C(P(C3C=CC=CC=3)C3C=CC=CC=3)C=CC=2)OC2C(P(C3C=CC=CC=3)C3C=CC=CC=3)=CC=CC1=2.C(=O)([O-])[O-].[Cs+].[Cs+]. The catalyst is C1C=CC(/C=C/C(/C=C/C2C=CC=CC=2)=O)=CC=1.C1C=CC(/C=C/C(/C=C/C2C=CC=CC=2)=O)=CC=1.C1C=CC(/C=C/C(/C=C/C2C=CC=CC=2)=O)=CC=1.[Pd].[Pd].O1CCOCC1. The product is [Cl:29][C:27]1[CH:28]=[C:23]([NH:1][C:2]2[N:7]=[CH:6][C:5]([N:8]3[CH2:13][CH2:12][N:11]([C:14]([O:16][C:17]([CH3:20])([CH3:19])[CH3:18])=[O:15])[CH2:10][C@@H:9]3[CH3:21])=[CH:4][CH:3]=2)[C:24]([O:30][CH3:31])=[N:25][CH:26]=1. The yield is 0.570. (3) The yield is 0.110. The product is [C:1]([O:5][C@@H:6]([C:11]1[C:12]([CH3:42])=[CH:13][C:14]2[N:15]([CH:25]=[C:26]([C:28]3[NH:29][C:30]([CH2:34][C:35]4[CH:36]=[CH:37][C:38]([F:41])=[CH:39][CH:40]=4)=[CH:31][N:32]=3)[N:27]=2)[C:16]=1[N:17]1[CH2:18][CH2:19][C:20]([CH3:24])([CH3:23])[CH2:21][CH2:22]1)[C:7]([OH:9])=[O:8])([CH3:2])([CH3:3])[CH3:4]. The catalyst is CO.[Pd]. The reactants are [C:1]([O:5][C@@H:6]([C:11]1[C:12]([CH3:42])=[CH:13][C:14]2[N:15]([CH:25]=[C:26]([C:28]3[NH:29][C:30]([CH2:34][C:35]4[CH:40]=[CH:39][C:38]([F:41])=[CH:37][CH:36]=4)=[C:31](Cl)[N:32]=3)[N:27]=2)[C:16]=1[N:17]1[CH2:22][CH2:21][C:20]([CH3:24])([CH3:23])[CH2:19][CH2:18]1)[C:7]([O:9]C)=[O:8])([CH3:4])([CH3:3])[CH3:2].[H][H]. (4) The reactants are Br[CH2:2][C:3]1[CH:8]=[CH:7][C:6]([Cl:9])=[C:5]([O:10][CH3:11])[CH:4]=1.[C-:12]#[N:13].[Na+]. The catalyst is C(O)C. The product is [Cl:9][C:6]1[CH:7]=[CH:8][C:3]([CH2:2][C:12]#[N:13])=[CH:4][C:5]=1[O:10][CH3:11]. The yield is 0.480. (5) The reactants are C(#N)C.[NH2:4][C:5]1[CH:10]=[CH:9][C:8]([SH:11])=[CH:7][CH:6]=1.C(N(CC)CC)C.I[C:20]([F:29])([F:28])[C:21]([F:27])([F:26])[C:22]([F:25])([F:24])[F:23]. The catalyst is CCOCC. The product is [F:26][C:21]([F:27])([C:22]([F:25])([F:24])[F:23])[C:20]([F:29])([F:28])[S:11][C:8]1[CH:9]=[CH:10][C:5]([NH2:4])=[CH:6][CH:7]=1. The yield is 0.630. (6) The reactants are [CH3:1][N:2]([CH3:52])[CH2:3][C:4]([NH:6][C:7]1[CH:12]=[CH:11][CH:10]=[C:9]([C:13]2[C:21]3[C:16](=[CH:17][CH:18]=[C:19]([C:22]4[N:26]=[CH:25][N:24](C(C5C=CC=CC=5)(C5C=CC=CC=5)C5C=CC=CC=5)[N:23]=4)[CH:20]=3)[N:15](C3CCCCO3)[N:14]=2)[CH:8]=1)=[O:5]. The catalyst is Cl.O1CCOCC1. The product is [NH:24]1[CH:25]=[N:26][C:22]([C:19]2[CH:20]=[C:21]3[C:16](=[CH:17][CH:18]=2)[NH:15][N:14]=[C:13]3[C:9]2[CH:8]=[C:7]([NH:6][C:4](=[O:5])[CH2:3][N:2]([CH3:1])[CH3:52])[CH:12]=[CH:11][CH:10]=2)=[N:23]1. The yield is 0.130. (7) The reactants are Cl[CH2:2][CH:3]=O.[Cl:5][C:6]1[CH:7]=[C:8]([NH:12][C:13]([NH2:15])=[S:14])[CH:9]=[CH:10][CH:11]=1. The catalyst is C(O)C. The product is [Cl:5][C:6]1[CH:7]=[C:8]([NH:12][C:13]2[S:14][CH:2]=[CH:3][N:15]=2)[CH:9]=[CH:10][CH:11]=1. The yield is 0.810. (8) The reactants are [C:1]1([C:7]2[CH:8]=[C:9]([OH:33])[C:10]([NH:13]C(C3C=CC=CC=3)(C3C=CC=CC=3)C3C=CC=CC=3)=[N:11][CH:12]=2)[CH:6]=[CH:5][CH:4]=[CH:3][CH:2]=1.C([O-])([O-])=O.[Cs+].[Cs+].[CH3:40][O:41][C:42]1[CH:43]=[C:44]([CH:47]=[CH:48][CH:49]=1)[CH2:45]Br. The catalyst is C1COCC1.ClCCl. The product is [CH3:40][O:41][C:42]1[CH:43]=[C:44]([CH:47]=[CH:48][CH:49]=1)[CH2:45][O:33][C:9]1[C:10]([NH2:13])=[N:11][CH:12]=[C:7]([C:1]2[CH:2]=[CH:3][CH:4]=[CH:5][CH:6]=2)[CH:8]=1. The yield is 0.600. (9) The reactants are [C:1]12[C:7](=[CH:8][CH:9]=[CH:10][CH:11]=1)[NH:6]C(=O)O[C:2]2=[O:3].[CH3:13][NH2:14].O1CCCC1. The catalyst is O. The product is [NH2:6][C:7]1[CH:8]=[CH:9][CH:10]=[CH:11][C:1]=1[C:2]([NH:14][CH3:13])=[O:3]. The yield is 0.920.